This data is from Forward reaction prediction with 1.9M reactions from USPTO patents (1976-2016). The task is: Predict the product of the given reaction. Given the reactants [OH:1][CH2:2][CH2:3][CH:4]1[C:12]2[C:7](=[CH:8][CH:9]=[CH:10][CH:11]=2)[C:6](=[O:13])[N:5]1[C:14]1[C:22]2[C:17](=[N:18][CH:19]=[C:20]([C:23]3[CH:28]=[CH:27][C:26]([S:29]([CH:32]([CH3:34])[CH3:33])(=[O:31])=[O:30])=[CH:25][CH:24]=3)[N:21]=2)[N:16](C(C2C=CC=CC=2)(C2C=CC=CC=2)C2C=CC=CC=2)[CH:15]=1.[SiH](CC)(CC)CC.C(O)(C(F)(F)F)=O, predict the reaction product. The product is: [OH:1][CH2:2][CH2:3][CH:4]1[C:12]2[C:7](=[CH:8][CH:9]=[CH:10][CH:11]=2)[C:6](=[O:13])[N:5]1[C:14]1[C:22]2[C:17](=[N:18][CH:19]=[C:20]([C:23]3[CH:28]=[CH:27][C:26]([S:29]([CH:32]([CH3:34])[CH3:33])(=[O:31])=[O:30])=[CH:25][CH:24]=3)[N:21]=2)[NH:16][CH:15]=1.